From a dataset of Peptide-MHC class II binding affinity with 134,281 pairs from IEDB. Regression. Given a peptide amino acid sequence and an MHC pseudo amino acid sequence, predict their binding affinity value. This is MHC class II binding data. The peptide sequence is RTKGTMRASALILIE. The MHC is HLA-DQA10501-DQB10402 with pseudo-sequence HLA-DQA10501-DQB10402. The binding affinity (normalized) is 0.540.